Dataset: Catalyst prediction with 721,799 reactions and 888 catalyst types from USPTO. Task: Predict which catalyst facilitates the given reaction. Reactant: CO[C:3](=[O:14])[C:4]1[CH:9]=[CH:8][C:7]([C:10]([CH3:13])([CH3:12])[CH3:11])=[CH:6][CH:5]=1.[CH3:15][O:16][C:17]1[CH:22]=[CH:21][C:20]([C:23](=[O:25])[CH3:24])=[CH:19][CH:18]=1. Product: [CH3:13][C:10]([C:7]1[CH:6]=[CH:5][C:4]([C:3]([CH2:24][C:23]([C:20]2[CH:21]=[CH:22][C:17]([O:16][CH3:15])=[CH:18][CH:19]=2)=[O:25])=[O:14])=[CH:9][CH:8]=1)([CH3:11])[CH3:12]. The catalyst class is: 11.